Dataset: Full USPTO retrosynthesis dataset with 1.9M reactions from patents (1976-2016). Task: Predict the reactants needed to synthesize the given product. Given the product [F:15][C:12]1[CH:11]=[CH:10][C:9]([C:8]([NH:7][C@H:4]2[CH2:5][CH2:6][C@@H:2]([NH:1][C:18]3[CH:23]=[CH:22][CH:21]=[C:20]([CH3:24])[N:19]=3)[CH2:3]2)=[O:16])=[CH:14][CH:13]=1, predict the reactants needed to synthesize it. The reactants are: [NH2:1][C@@H:2]1[CH2:6][CH2:5][C@H:4]([NH:7][C:8](=[O:16])[C:9]2[CH:14]=[CH:13][C:12]([F:15])=[CH:11][CH:10]=2)[CH2:3]1.Cl[C:18]1[CH:23]=[CH:22][CH:21]=[C:20]([CH3:24])[N:19]=1.C([O-])(O)=O.[Na+].